Dataset: Full USPTO retrosynthesis dataset with 1.9M reactions from patents (1976-2016). Task: Predict the reactants needed to synthesize the given product. (1) The reactants are: [N+:1]([C:4]1[C:13]2[C:8](=[CH:9][CH:10]=[CH:11][CH:12]=2)[C:7]([O:14][C@H:15]2[CH2:19][CH2:18][N:17]([C:20]([O:22][C:23]([CH3:26])([CH3:25])[CH3:24])=[O:21])[CH2:16]2)=[CH:6][CH:5]=1)([O-])=O.[Cl:27][C:28]1[CH:33]=[CH:32][C:31]([S:34](Cl)(=[O:36])=[O:35])=[CH:30][CH:29]=1. Given the product [Cl:27][C:28]1[CH:33]=[CH:32][C:31]([S:34]([NH:1][C:4]2[C:13]3[C:8](=[CH:9][CH:10]=[CH:11][CH:12]=3)[C:7]([O:14][C@H:15]3[CH2:19][CH2:18][N:17]([C:20]([O:22][C:23]([CH3:26])([CH3:25])[CH3:24])=[O:21])[CH2:16]3)=[CH:6][CH:5]=2)(=[O:36])=[O:35])=[CH:30][CH:29]=1, predict the reactants needed to synthesize it. (2) Given the product [Br:15][C:16]1[C:17]([O:41][CH2:43][CH:44]2[CH:48]=[CH:47][CH2:46][N:45]2[C:49]([O:51][C:52]([CH3:53])([CH3:55])[CH3:54])=[O:50])=[C:18]([C:19]([O:21][CH3:22])=[O:20])[C:23]([N:26]([C:27]([O:29][C:30]([CH3:33])([CH3:31])[CH3:32])=[O:28])[C:34]([O:36][C:37]([CH3:40])([CH3:39])[CH3:38])=[O:35])=[CH:24][CH:25]=1, predict the reactants needed to synthesize it. The reactants are: CC(OC(/N=N/C(OC(C)C)=O)=O)C.[Br:15][C:16]1[C:17]([OH:41])=[C:18]([C:23]([N:26]([C:34]([O:36][C:37]([CH3:40])([CH3:39])[CH3:38])=[O:35])[C:27]([O:29][C:30]([CH3:33])([CH3:32])[CH3:31])=[O:28])=[CH:24][CH:25]=1)[C:19]([O:21][CH3:22])=[O:20].O[CH2:43][CH:44]1[CH:48]=[CH:47][CH2:46][N:45]1[C:49]([O:51][C:52]([CH3:55])([CH3:54])[CH3:53])=[O:50].C1(P(C2C=CC=CC=2)C2C=CC=CC=2)C=CC=CC=1. (3) Given the product [F:35][C:36]([F:44])([F:43])[CH2:37][CH2:38][S:39]([O:34][C:31]1[CH:30]=[CH:29][C:28]([N:10]2[C:11]([CH3:27])=[C:12]([C:14]([NH:16][C:17]3[CH:18]=[N:19][C:20]([C:23]([F:24])([F:25])[F:26])=[CH:21][CH:22]=3)=[O:15])[N:13]=[C:9]2[C:3]2[CH:4]=[CH:5][C:6]([Cl:8])=[CH:7][C:2]=2[Cl:1])=[CH:33][CH:32]=1)(=[O:41])=[O:40], predict the reactants needed to synthesize it. The reactants are: [Cl:1][C:2]1[CH:7]=[C:6]([Cl:8])[CH:5]=[CH:4][C:3]=1[C:9]1[N:10]([C:28]2[CH:33]=[CH:32][C:31]([OH:34])=[CH:30][CH:29]=2)[C:11]([CH3:27])=[C:12]([C:14]([NH:16][C:17]2[CH:18]=[N:19][C:20]([C:23]([F:26])([F:25])[F:24])=[CH:21][CH:22]=2)=[O:15])[N:13]=1.[F:35][C:36]([F:44])([F:43])[CH2:37][CH2:38][S:39](Cl)(=[O:41])=[O:40]. (4) The reactants are: [CH3:1][C:2]1[C:7]([O:8][C:9]2[C:10]([NH:22][C:23]3[S:27][N:26]=[C:25]([C@H:28]4[CH2:32][O:31]C5(CCCCC5)[O:29]4)[N:24]=3)=[N:11][CH:12]=[C:13]([S:15][C:16]3[CH:21]=[CH:20][CH:19]=[CH:18][N:17]=3)[CH:14]=2)=[C:6]([CH3:38])[CH:5]=[CH:4][N:3]=1.[ClH:39].CCOCC. Given the product [ClH:39].[CH3:1][C:2]1[C:7]([O:8][C:9]2[C:10]([NH:22][C:23]3[S:27][N:26]=[C:25]([C@H:28]([OH:29])[CH2:32][OH:31])[N:24]=3)=[N:11][CH:12]=[C:13]([S:15][C:16]3[CH:21]=[CH:20][CH:19]=[CH:18][N:17]=3)[CH:14]=2)=[C:6]([CH3:38])[CH:5]=[CH:4][N:3]=1, predict the reactants needed to synthesize it. (5) Given the product [C:34]1([C:44]2[CH:49]=[CH:48][CH:47]=[CH:46][CH:45]=2)[CH:39]=[CH:38][C:37]([S:40]([NH:1][C:2]2[CH:3]=[C:4]3[C:8](=[CH:9][CH:10]=2)[N:7]([CH2:11][C:12]2[CH:33]=[CH:32][C:15]([C:16]([NH:18][C@H:19]([C:27]([OH:29])=[O:28])[CH2:20][C:21]4[CH:22]=[CH:23][CH:24]=[CH:25][CH:26]=4)=[O:17])=[CH:14][CH:13]=2)[CH:6]=[CH:5]3)(=[O:42])=[O:41])=[CH:36][CH:35]=1, predict the reactants needed to synthesize it. The reactants are: [NH2:1][C:2]1[CH:3]=[C:4]2[C:8](=[CH:9][CH:10]=1)[N:7]([CH2:11][C:12]1[CH:33]=[CH:32][C:15]([C:16]([NH:18][C@H:19]([C:27]([O:29]CC)=[O:28])[CH2:20][C:21]3[CH:26]=[CH:25][CH:24]=[CH:23][CH:22]=3)=[O:17])=[CH:14][CH:13]=1)[CH:6]=[CH:5]2.[C:34]1([C:44]2[CH:49]=[CH:48][CH:47]=[CH:46][CH:45]=2)[CH:39]=[CH:38][C:37]([S:40](Cl)(=[O:42])=[O:41])=[CH:36][CH:35]=1.